This data is from Peptide-MHC class I binding affinity with 185,985 pairs from IEDB/IMGT. The task is: Regression. Given a peptide amino acid sequence and an MHC pseudo amino acid sequence, predict their binding affinity value. This is MHC class I binding data. The peptide sequence is YQNEVTPEYI. The MHC is HLA-A02:03 with pseudo-sequence HLA-A02:03. The binding affinity (normalized) is 1.00.